From a dataset of Forward reaction prediction with 1.9M reactions from USPTO patents (1976-2016). Predict the product of the given reaction. (1) Given the reactants [CH3:1][C:2]1[C:10]([NH:11][C:12](=[O:27])[C:13]2[CH:18]=[C:17]([N:19]3[CH2:24][CH2:23][C:22](=[O:25])[CH2:21][CH2:20]3)[CH:16]=[CH:15][C:14]=2[CH3:26])=[C:9]([CH3:28])[CH:8]=[CH:7][C:3]=1[C:4]([OH:6])=[O:5].[BH4-].[Na+], predict the reaction product. The product is: [OH:25][CH:22]1[CH2:23][CH2:24][N:19]([C:17]2[CH:16]=[CH:15][C:14]([CH3:26])=[C:13]([CH:18]=2)[C:12]([NH:11][C:10]2[C:2]([CH3:1])=[C:3]([CH:7]=[CH:8][C:9]=2[CH3:28])[C:4]([OH:6])=[O:5])=[O:27])[CH2:20][CH2:21]1. (2) Given the reactants [CH3:1][O:2][C:3]1[C:8]2[CH2:9][C:10](=[O:18])[C:11]3[C:12]([O:17][C:7]=2[CH:6]=[CH:5][CH:4]=1)=[N:13][CH:14]=[CH:15][CH:16]=3.[Cl-].[NH4+].C(OCC)(=O)C.[CH2:27]1[CH2:31]OC[CH2:28]1, predict the reaction product. The product is: [CH:28]1([C:10]2([OH:18])[C:11]3[C:12](=[N:13][CH:14]=[CH:15][CH:16]=3)[O:17][C:7]3[CH:6]=[CH:5][CH:4]=[C:3]([O:2][CH3:1])[C:8]=3[CH2:9]2)[CH2:27][CH2:31]1. (3) Given the reactants [C:1]1([C:7]2([OH:15])[CH2:14][CH:10]3[CH2:11][NH:12][CH2:13][CH:9]3[CH2:8]2)[CH:6]=[CH:5][CH:4]=[CH:3][CH:2]=1.C(=O)([O-])[O-].[K+].[K+].Cl[CH2:23][CH2:24][C:25]([C:27]1[CH:32]=[CH:31][C:30]([OH:33])=[CH:29][CH:28]=1)=[O:26], predict the reaction product. The product is: [OH:15][C:7]1([C:1]2[CH:2]=[CH:3][CH:4]=[CH:5][CH:6]=2)[CH2:14][CH:10]2[CH2:11][N:12]([CH2:23][CH2:24][C:25]([C:27]3[CH:28]=[CH:29][C:30]([OH:33])=[CH:31][CH:32]=3)=[O:26])[CH2:13][CH:9]2[CH2:8]1. (4) Given the reactants Cl[C:2]1[C:7]([C:8]([O:10][CH2:11][CH3:12])=[O:9])=[CH:6][C:5]([F:13])=[CH:4][N:3]=1.[C:14]([C:18]1[CH:25]=[CH:24][C:21]([CH2:22][NH2:23])=[CH:20][CH:19]=1)([CH3:17])([CH3:16])[CH3:15], predict the reaction product. The product is: [CH3:17][C:14]([C:18]1[CH:19]=[CH:20][C:21]([CH2:22][NH:23][C:2]2[C:7]([C:8]([O:10][CH2:11][CH3:12])=[O:9])=[CH:6][C:5]([F:13])=[CH:4][N:3]=2)=[CH:24][CH:25]=1)([CH3:15])[CH3:16]. (5) Given the reactants [C:1]([O:5][C:6]([N:8]1[CH2:15][CH:14]2[N:16]([C:17]([O:19][C:20]([CH3:23])([CH3:22])[CH3:21])=[O:18])[CH:10]([CH2:11][C:12]([C:27]3[S:28][C:29]([CH2:33][CH2:34][O:35][Si:36]([C:39]([CH3:42])([CH3:41])[CH3:40])([CH3:38])[CH3:37])=[C:30]([CH3:32])[N:31]=3)=[C:13]2[C:24]([OH:26])=O)[CH2:9]1)=[O:7])([CH3:4])([CH3:3])[CH3:2].[CH:43]1([NH:46][CH2:47][C:48]2[CH:53]=[CH:52][CH:51]=[C:50]([O:54][CH3:55])[C:49]=2[CH3:56])[CH2:45][CH2:44]1.CCN(C(C)C)C(C)C.C1C=CC2N(O)N=NC=2C=1.CCN=C=NCCCN(C)C.Cl, predict the reaction product. The product is: [C:1]([O:5][C:6]([N:8]1[CH2:15][CH:14]2[N:16]([C:17]([O:19][C:20]([CH3:23])([CH3:22])[CH3:21])=[O:18])[CH:10]([CH2:11][C:12]([C:27]3[S:28][C:29]([CH2:33][CH2:34][O:35][Si:36]([C:39]([CH3:42])([CH3:41])[CH3:40])([CH3:37])[CH3:38])=[C:30]([CH3:32])[N:31]=3)=[C:13]2[C:24](=[O:26])[N:46]([CH:43]2[CH2:45][CH2:44]2)[CH2:47][C:48]2[CH:53]=[CH:52][CH:51]=[C:50]([O:54][CH3:55])[C:49]=2[CH3:56])[CH2:9]1)=[O:7])([CH3:4])([CH3:2])[CH3:3].